From a dataset of Reaction yield outcomes from USPTO patents with 853,638 reactions. Predict the reaction yield, written as a fraction of the theoretical maximum amount of product (1.0 means a 100% yield; for example, 0.34 means a 34% yield). The reactants are [CH2:1]([C:5]1[NH:10][C:9](=[O:11])[CH:8]=[C:7]([CH3:12])[N:6]=1)[CH2:2][CH2:3][CH3:4].Br[CH2:14][C:15]1[CH:20]=[CH:19][C:18]([C:21]2[C:22]([C:27]#[N:28])=[CH:23][CH:24]=[CH:25][CH:26]=2)=[CH:17][CH:16]=1.C(=O)([O-])[O-].[Cs+].[Cs+]. The catalyst is C(#N)C. The product is [CH2:1]([C:5]1[N:10]([CH2:14][C:15]2[CH:16]=[CH:17][C:18]([C:21]3[C:22]([C:27]#[N:28])=[CH:23][CH:24]=[CH:25][CH:26]=3)=[CH:19][CH:20]=2)[C:9](=[O:11])[CH:8]=[C:7]([CH3:12])[N:6]=1)[CH2:2][CH2:3][CH3:4]. The yield is 0.290.